This data is from Forward reaction prediction with 1.9M reactions from USPTO patents (1976-2016). The task is: Predict the product of the given reaction. Given the reactants [O-]CC.[Na+].[N:5]1[N:6]2[CH2:17][CH2:16][CH2:15][C:7]2=[CH:8][C:9]=1[C:10]([O:12]CC)=[O:11].N1N2CCCC2=C(C(OCC)=O)C=1, predict the reaction product. The product is: [N:5]1[N:6]2[CH2:17][CH2:16][CH2:15][C:7]2=[CH:8][C:9]=1[C:10]([OH:12])=[O:11].